Predict which catalyst facilitates the given reaction. From a dataset of Catalyst prediction with 721,799 reactions and 888 catalyst types from USPTO. (1) Reactant: [C:1]([O:5][C:6]([NH:8][CH2:9][CH:10]1[CH2:15][CH2:14][CH2:13][CH2:12][N:11]1[C:16]1[N:21]=[C:20]([C:22]#[N:23])[C:19]([C:24](OC)=[O:25])=[C:18]([NH:28][C:29]2[CH:30]=[C:31]([CH3:35])[CH:32]=[CH:33][CH:34]=2)[N:17]=1)=[O:7])([CH3:4])([CH3:3])[CH3:2].Cl. Product: [O:25]=[C:24]1[C:19]2[C:18]([NH:28][C:29]3[CH:30]=[C:31]([CH3:35])[CH:32]=[CH:33][CH:34]=3)=[N:17][C:16]([N:11]3[CH2:12][CH2:13][CH2:14][CH2:15][CH:10]3[CH2:9][NH:8][C:6](=[O:7])[O:5][C:1]([CH3:4])([CH3:3])[CH3:2])=[N:21][C:20]=2[CH2:22][NH:23]1. The catalyst class is: 256. (2) Reactant: [CH3:1][C:2]1[C:6](B2OC(C)(C)C(C)(C)O2)=[C:5]([CH3:16])[N:4]([CH:17]2[CH2:22][CH2:21][CH2:20][CH2:19][O:18]2)[N:3]=1.Br[C:24]1[CH:31]=[CH:30][C:27]([C:28]#[N:29])=[C:26]([Cl:32])[CH:25]=1.C(N(CC)CC)C. Product: [Cl:32][C:26]1[CH:25]=[C:24]([C:6]2[C:2]([CH3:1])=[N:3][N:4]([CH:17]3[CH2:22][CH2:21][CH2:20][CH2:19][O:18]3)[C:5]=2[CH3:16])[CH:31]=[CH:30][C:27]=1[C:28]#[N:29]. The catalyst class is: 20. (3) Reactant: Br[C:2]1[N:6]([CH3:7])[CH:5]=[N:4][CH:3]=1.C([Mg]Cl)(C)C.[Li+].[Cl-].[Cl:15][C:16]1[C:25]([C:26]2[CH:31]=[CH:30][CH:29]=[CH:28][CH:27]=2)=[C:24]([Cl:32])[C:23]2[C:18](=[C:19]([F:35])[CH:20]=[C:21]([CH:33]=[O:34])[CH:22]=2)[N:17]=1. Product: [Cl:15][C:16]1[C:25]([C:26]2[CH:31]=[CH:30][CH:29]=[CH:28][CH:27]=2)=[C:24]([Cl:32])[C:23]2[C:18](=[C:19]([F:35])[CH:20]=[C:21]([C:33]([C:2]3[N:6]([CH3:7])[CH:5]=[N:4][CH:3]=3)=[O:34])[CH:22]=2)[N:17]=1. The catalyst class is: 177.